This data is from Forward reaction prediction with 1.9M reactions from USPTO patents (1976-2016). The task is: Predict the product of the given reaction. (1) The product is: [CH3:22][O:21][C:17]1[CH:16]=[C:5]([CH:4]=[C:3]([O:2][CH3:1])[C:18]=1[O:19][CH3:20])[O:6][CH2:7][C:8]([N:10]1[CH2:11][CH2:12][N:13]([CH2:29][C:28]2[CH:31]=[CH:32][C:25]([C:23]#[N:24])=[CH:26][CH:27]=2)[CH2:14][CH2:15]1)=[O:9]. Given the reactants [CH3:1][O:2][C:3]1[CH:4]=[C:5]([CH:16]=[C:17]([O:21][CH3:22])[C:18]=1[O:19][CH3:20])[O:6][CH2:7][C:8]([N:10]1[CH2:15][CH2:14][NH:13][CH2:12][CH2:11]1)=[O:9].[C:23]([C:25]1[CH:32]=[CH:31][C:28]([CH:29]=O)=[CH:27][CH:26]=1)#[N:24].C([BH3-])#N.[Na+], predict the reaction product. (2) Given the reactants [CH:1]([O:4][C:5]([C:7]1[CH:12]=[CH:11][C:10](Br)=[C:9]([CH3:14])[N:8]=1)=[O:6])([CH3:3])[CH3:2].Cl.O1CCO[CH2:18][CH2:17]1, predict the reaction product. The product is: [CH:1]([O:4][C:5]([C:7]1[CH:12]=[CH:11][C:10]([CH2:17][CH3:18])=[C:9]([CH3:14])[N:8]=1)=[O:6])([CH3:3])[CH3:2]. (3) Given the reactants [C:1]1([CH2:7][N:8]2[CH2:13][CH2:12][C:11](=O)[CH2:10][CH2:9]2)[CH:6]=[CH:5][CH:4]=[CH:3][CH:2]=1.[C-:15]#[N:16].[K+].Cl.[CH3:19][NH:20][CH3:21], predict the reaction product. The product is: [CH3:19][N:20]([CH3:21])[C:11]1([C:15]#[N:16])[CH2:12][CH2:13][N:8]([CH2:7][C:1]2[CH:6]=[CH:5][CH:4]=[CH:3][CH:2]=2)[CH2:9][CH2:10]1. (4) Given the reactants [CH2:1]([O:8][CH2:9][CH2:10][NH:11][C:12]1[CH:17]=[C:16]([CH3:18])[N:15]=[C:14]([O:19][C:20]2[CH:25]=[CH:24][CH:23]=[CH:22][CH:21]=2)[C:13]=1[NH2:26])[C:2]1[CH:7]=[CH:6][CH:5]=[CH:4][CH:3]=1.C(N(CC)CC)C.[CH2:34]([O:36][CH2:37][C:38](Cl)=[O:39])[CH3:35], predict the reaction product. The product is: [CH2:1]([O:8][CH2:9][CH2:10][NH:11][C:12]1[CH:17]=[C:16]([CH3:18])[N:15]=[C:14]([O:19][C:20]2[CH:21]=[CH:22][CH:23]=[CH:24][CH:25]=2)[C:13]=1[NH:26][C:38](=[O:39])[CH2:37][O:36][CH2:34][CH3:35])[C:2]1[CH:7]=[CH:6][CH:5]=[CH:4][CH:3]=1. (5) Given the reactants [Cl:1][C:2]1[CH:3]=[C:4]([NH:19][C:20]2[C:30]3[CH:29]=[C:28]([C:31]([OH:33])=O)[CH2:27][CH2:26][NH:25][C:24]=3[N:23]=[CH:22][N:21]=2)[CH:5]=[CH:6][C:7]=1[O:8][C:9]1[CH:14]=[CH:13][CH:12]=[C:11]([C:15]([F:18])([F:17])[F:16])[CH:10]=1.Cl.[NH2:35][CH2:36][CH2:37][O:38][CH2:39][CH2:40][C:41]([CH3:44])([OH:43])[CH3:42].ON1C2C=CC=CC=2N=N1.Cl.C(N=C=NCCCN(C)C)C, predict the reaction product. The product is: [Cl:1][C:2]1[CH:3]=[C:4]([NH:19][C:20]2[C:30]3[CH:29]=[C:28]([C:31]([NH:35][CH2:36][CH2:37][O:38][CH2:39][CH2:40][C:41]([OH:43])([CH3:44])[CH3:42])=[O:33])[CH2:27][CH2:26][NH:25][C:24]=3[N:23]=[CH:22][N:21]=2)[CH:5]=[CH:6][C:7]=1[O:8][C:9]1[CH:14]=[CH:13][CH:12]=[C:11]([C:15]([F:17])([F:18])[F:16])[CH:10]=1. (6) Given the reactants Br[C:2]1[N:3]=[C:4]2[C:10]([C:11]([NH:13][C:14]([CH3:17])([CH3:16])[CH3:15])=[O:12])=[CH:9][N:8]([CH2:18][O:19][CH2:20][CH2:21][Si:22]([CH3:25])([CH3:24])[CH3:23])[C:5]2=[N:6][CH:7]=1.[CH3:26][C:27]1[CH:31]=[C:30]([NH2:32])[O:29][N:28]=1.CC1(C)C2C(=C(P(C3C=CC=CC=3)C3C=CC=CC=3)C=CC=2)OC2C(P(C3C=CC=CC=3)C3C=CC=CC=3)=CC=CC1=2.C(=O)([O-])[O-].[Cs+].[Cs+], predict the reaction product. The product is: [C:14]([NH:13][C:11]([C:10]1[C:4]2[C:5](=[N:6][CH:7]=[C:2]([NH:32][C:30]3[O:29][N:28]=[C:27]([CH3:26])[CH:31]=3)[N:3]=2)[N:8]([CH2:18][O:19][CH2:20][CH2:21][Si:22]([CH3:25])([CH3:24])[CH3:23])[CH:9]=1)=[O:12])([CH3:17])([CH3:16])[CH3:15]. (7) Given the reactants C([O:8][C:9]([CH2:11][N:12]1[CH2:25][CH2:24][CH2:23][N:22]2[CH2:26][CH2:27][CH2:28][N:15]([CH2:16][CH2:17][CH2:18][N:19]([CH2:29][C:30]([O:32]CC3C=CC=CC=3)=[O:31])[CH2:20][CH2:21]2)[CH2:14][CH2:13]1)=[O:10])C1C=CC=CC=1, predict the reaction product. The product is: [C:30]([CH2:29][N:19]1[CH2:18][CH2:17][CH2:16][N:15]2[CH2:28][CH2:27][CH2:26][N:22]([CH2:23][CH2:24][CH2:25][N:12]([CH2:11][C:9]([OH:10])=[O:8])[CH2:13][CH2:14]2)[CH2:21][CH2:20]1)([OH:32])=[O:31]. (8) Given the reactants [Cl:1][C:2]1[CH:10]=[CH:9][CH:8]=[C:7]2[C:3]=1[C:4](=O)[C:5](=[O:21])[N:6]2[CH:11]([CH2:15][CH:16]1[CH2:20][CH2:19][CH2:18][CH2:17]1)[C:12]([OH:14])=[O:13].O.NN, predict the reaction product. The product is: [Cl:1][C:2]1[CH:10]=[CH:9][CH:8]=[C:7]2[C:3]=1[CH2:4][C:5](=[O:21])[N:6]2[CH:11]([CH2:15][CH:16]1[CH2:20][CH2:19][CH2:18][CH2:17]1)[C:12]([OH:14])=[O:13].